Dataset: Catalyst prediction with 721,799 reactions and 888 catalyst types from USPTO. Task: Predict which catalyst facilitates the given reaction. (1) Reactant: [Br:1][C:2]1[CH:11]=[CH:10][C:5]([O:6][CH2:7][CH2:8][OH:9])=[CH:4][CH:3]=1.CCN(CC)CC.[S:19](Cl)([CH3:22])(=[O:21])=[O:20]. Product: [Br:1][C:2]1[CH:11]=[CH:10][C:5]([O:6][CH2:7][CH2:8][O:9][S:19]([CH3:22])(=[O:21])=[O:20])=[CH:4][CH:3]=1. The catalyst class is: 2. (2) The catalyst class is: 12. Reactant: [Cl:1][C:2]1[N:3]=[C:4](Cl)[C:5]2[S:10][CH2:9][CH2:8][C:6]=2[N:7]=1.C(N(C(C)C)CC)(C)C.[NH2:21][C:22]1([CH2:25][OH:26])[CH2:24][CH2:23]1. Product: [Cl:1][C:2]1[N:3]=[C:4]([NH:21][C:22]2([CH2:25][OH:26])[CH2:24][CH2:23]2)[C:5]2[S:10][CH2:9][CH2:8][C:6]=2[N:7]=1. (3) Reactant: [NH:1]1[C:5]2[CH:6]=[CH:7][CH:8]=[CH:9][C:4]=2[N:3]=[C:2]1[CH2:10][CH2:11][C:12]1[C:13]([O:30][CH3:31])=[C:14]2[C:18](=[C:19]([F:21])[CH:20]=1)[N:17]([CH2:22][CH3:23])[CH:16]=[C:15]2[CH2:24][C:25]([N:27]([CH3:29])[CH3:28])=O.[H-].[Al+3].[Li+].[H-].[H-].[H-]. Product: [NH:1]1[C:5]2[CH:6]=[CH:7][CH:8]=[CH:9][C:4]=2[N:3]=[C:2]1[CH2:10][CH2:11][C:12]1[C:13]([O:30][CH3:31])=[C:14]2[C:18](=[C:19]([F:21])[CH:20]=1)[N:17]([CH2:22][CH3:23])[CH:16]=[C:15]2[CH2:24][CH2:25][N:27]([CH3:29])[CH3:28]. The catalyst class is: 1.